This data is from Forward reaction prediction with 1.9M reactions from USPTO patents (1976-2016). The task is: Predict the product of the given reaction. (1) Given the reactants [F:1][C:2]([F:19])([F:18])[CH2:3][CH2:4][CH2:5][S:6][C:7]1[C:8]([C:12]2[CH:13]=[N:14][CH:15]=[CH:16][CH:17]=2)=[N:9][NH:10][CH:11]=1.[CH3:20]SC1C(C2C=NC=CC=2)=NNC=1, predict the reaction product. The product is: [F:19][C:2]([F:1])([F:18])[CH2:3][CH2:4][CH2:5][S:6][C:7]1[C:8]([C:12]2[CH2:13][N:14]([CH3:20])[CH2:15][CH2:16][CH:17]=2)=[N:9][NH:10][CH:11]=1. (2) The product is: [CH3:1][O:2][C:3]1[CH:15]=[CH:14][C:13]([NH2:16])=[CH:12][C:4]=1[O:5][CH:6]1[CH2:10][CH2:9][N:8]([CH3:11])[CH2:7]1. Given the reactants [CH3:1][O:2][C:3]1[CH:15]=[CH:14][C:13]([N+:16]([O-])=O)=[CH:12][C:4]=1[O:5][CH:6]1[CH2:10][CH2:9][N:8]([CH3:11])[CH2:7]1, predict the reaction product. (3) Given the reactants Cl.[F:2][CH:3]1[C:8](=[O:9])[CH2:7][CH2:6][NH:5][CH2:4]1.C([O-])(O)=O.[Na+].[C:15](Cl)(=[O:28])[O:16][CH2:17][C:18]1[CH:27]=[CH:26][C:25]2[C:20](=[CH:21][CH:22]=[CH:23][CH:24]=2)[CH:19]=1, predict the reaction product. The product is: [F:2][CH:3]1[C:8](=[O:9])[CH2:7][CH2:6][N:5]([C:15]([O:16][CH2:17][C:18]2[CH:27]=[CH:26][C:25]3[C:20](=[CH:21][CH:22]=[CH:23][CH:24]=3)[CH:19]=2)=[O:28])[CH2:4]1. (4) Given the reactants [Br:1][C:2]1[C:6]2=[N:7][CH:8]=[CH:9][CH:10]=[C:5]2[S:4][CH:3]=1.[Li]CCCC.CCCCCC.[CH2:22]([CH:24]([C:27]1[C:28]2[N:29]([C:34](I)=[C:35]([CH3:37])[N:36]=2)[N:30]=[C:31]([CH3:33])[CH:32]=1)[CH2:25][CH3:26])[CH3:23], predict the reaction product. The product is: [Br:1][C:2]1[C:6]2=[N:7][CH:8]=[CH:9][CH:10]=[C:5]2[S:4][C:3]=1[C:34]1[N:29]2[N:30]=[C:31]([CH3:33])[CH:32]=[C:27]([CH:24]([CH2:22][CH3:23])[CH2:25][CH3:26])[C:28]2=[N:36][C:35]=1[CH3:37]. (5) Given the reactants C(/C(=C\C1C=CC=C(OCC2C=CC=CC=2)C=1)/[C:4]([O:6][CH2:7][CH3:8])=[O:5])C.CC[C@H]1[C@H]2C[C@H]([C@H](OC3[C:57]4[C:52](=[CH:53][CH:54]=[CH:55][CH:56]=4)[C:51]([O:58][C@H:59]([C:70]4C=CN=[C:76]5[C:71]=4[CH:72]=[C:73]([O:80]C)[CH:74]=[CH:75]5)[C@@H:60]4N5C[C@H](CC)[C@@H](CC5)C4)=NN=3)C3C=CN=C4C=3C=C(OC)C=C4)N(CC2)C1.CC([OH:86])(C)C, predict the reaction product. The product is: [CH2:51]([O:58][C:59]1[CH:60]=[C:75]([C@@H:74]([OH:86])[C@:73]([OH:80])([CH3:72])[C:4]([O:6][CH2:7][CH3:8])=[O:5])[CH:76]=[CH:71][CH:70]=1)[C:52]1[CH:53]=[CH:54][CH:55]=[CH:56][CH:57]=1. (6) Given the reactants [F:1][C:2]1[CH:3]=[C:4]([CH:41]=[CH:42][CH:43]=1)[CH2:5][N:6]1[C:14]2[C:9](=[CH:10][C:11]([NH:15][C:16]3[C:25]4[C:20](=[CH:21][CH:22]=[C:23]([C:26]#[C:27][CH2:28][NH:29][C:30](=[N:38][C:39]#[N:40])OC5C=CC=CC=5)[CH:24]=4)[N:19]=[CH:18][N:17]=3)=[CH:12][CH:13]=2)[CH:8]=[N:7]1.CC(O)C.[NH:48]1[CH2:53][CH2:52][O:51][CH2:50][CH2:49]1, predict the reaction product. The product is: [C:39]([NH:38][C:30]([N:48]1[CH2:53][CH2:52][O:51][CH2:50][CH2:49]1)=[N:29][CH2:28][C:27]#[C:26][C:23]1[CH:24]=[C:25]2[C:20](=[CH:21][CH:22]=1)[N:19]=[CH:18][N:17]=[C:16]2[NH:15][C:11]1[CH:10]=[C:9]2[C:14](=[CH:13][CH:12]=1)[N:6]([CH2:5][C:4]1[CH:41]=[CH:42][CH:43]=[C:2]([F:1])[CH:3]=1)[N:7]=[CH:8]2)#[N:40]. (7) Given the reactants [CH3:1][C:2]1[C:7]([C:8]2[C:9]3[CH:16]=[C:15]([CH2:17][O:18][C:19]4[CH:24]=[CH:23][C:22]([C:25]5([CH2:30][C:31]([O:33]CC)=[O:32])[CH2:28][C:27](=[O:29])[CH2:26]5)=[CH:21][CH:20]=4)[CH:14]=[CH:13][C:10]=3[S:11][CH:12]=2)=[CH:6][CH:5]=[CH:4][N:3]=1.[OH-].[Na+].Cl, predict the reaction product. The product is: [CH3:1][C:2]1[C:7]([C:8]2[C:9]3[CH:16]=[C:15]([CH2:17][O:18][C:19]4[CH:24]=[CH:23][C:22]([C:25]5([CH2:30][C:31]([OH:33])=[O:32])[CH2:26][C:27](=[O:29])[CH2:28]5)=[CH:21][CH:20]=4)[CH:14]=[CH:13][C:10]=3[S:11][CH:12]=2)=[CH:6][CH:5]=[CH:4][N:3]=1.